Dataset: Experimentally validated miRNA-target interactions with 360,000+ pairs, plus equal number of negative samples. Task: Binary Classification. Given a miRNA mature sequence and a target amino acid sequence, predict their likelihood of interaction. (1) The miRNA is hsa-miR-5683 with sequence UACAGAUGCAGAUUCUCUGACUUC. The protein sequence of the target gene is MPEGPELHLASQFVNEACRALVFGGCVEKSSVSRNPEVPFESSAYRISASARGKELRLILSPLPGAQPQQEPLALVFRFGMSGSFQLVPREELPRHAHLRFYTAPPGPRLALCFVDIRRFGRWDLGGKWQPGRGPCVLQEYQQFRENVLRNLADKAFDRPICEALLDQRFFNGIGNYLRAEILYRLKIPPFEKARSVLEALQQHRPSPELTLSQKIRTKLQNPDLLELCHSVPKEVVQLGGKGYGSESGEEDFAAFRAWLRCYGMPGMSSLQDRHGRTIWFQGDPGPLAPKGRKSRKKKS.... Result: 0 (no interaction). (2) The miRNA is hsa-miR-548ad-3p with sequence GAAAACGACAAUGACUUUUGCA. The protein sequence of the target gene is MERLVIRMPFSHLSTYSLVWVMAAVVLCTAQVQVVTQDEREQLYTPASLKCSLQNAQEALIVTWQKKKAVSPENMVTFSENHGVVIQPAYKDKINITQLGLQNSTITFWNITLEDEGCYMCLFNTFGFGKISGTACLTVYVQPIVSLHYKFSEDHLNITCSATARPAPMVFWKVPRSGIENSTVTLSHPNGTTSVTSILHIKDPKNQVGKEVICQVLHLGTVTDFKQTVNKGYWFSVPLLLSIVSLVILLVLISILLYWKRHRNQDRGELSQGVQKMT. Result: 0 (no interaction). (3) The miRNA is mmu-miR-499-5p with sequence UUAAGACUUGCAGUGAUGUUU. Result: 0 (no interaction). The protein sequence of the target gene is MSSRKTKSNAHAECLSQVQRILRERFCHHSPHSNLFGVQVQYKHLIELLKRTAIYGESNSVLIVGPRGSGKTTLLNHALKELMEIEVSENVIQVHLNGLLQTNEKIALKEITRQLNLDNVVEDKVFGSFAENLSFLLEALQKGDRTSSCPVIFILDEFDIFAHQKNQTLLYNLFDISQSAQTPVAVIGLTCRLDILELLEKRVKSRFSHRQIHLMNSFDFPQYLKIFKEQLSLPAEFPDKAFAERWNENVHCLSEDSTVLEVLQKHFSVNKNLQSLHMLLMLALNRVTVSHPFMTSADLM.... (4) The miRNA is hsa-miR-548aj-3p with sequence UAAAAACUGCAAUUACUUUUA. The protein sequence of the target gene is MAAQIPIVATTSTPGIVRNSKKRPASPSHNGSSGGGYGASKKKKASASSFAQGISMEAMSENKMVPSEFSTGPVEKAAKPLPFKDPNFVHSGHGGAVAGKKNRTWKNLKQILASERALPWQLNDPNYFSIDAPPSFKPAKKYSDVSGLLANYTDPQSKLRFSTIEEFSYIRRLPSDVVTGYLALRKATSIVP. Result: 0 (no interaction). (5) The miRNA is hsa-miR-7158-3p with sequence CUGAACUAGAGAUUGGGCCCA. The protein sequence of the target gene is MGTIHLFRKPQRSFFGKLLREFRLVAADRRSWKILLFGVINLICTGFLLMWCSSTNSIALTAYTYLTIFDLFSLMTCLISYWVTLRKPSPVYSFGFERLEVLAVFASTVLAQLGALFILKESAERFLEQPEIHTGRLLVGTFVALCFNLFTMLSIRNKPFAYVSEAASTSWLQEHVADLSRSLCGIIPGLSSIFLPRMNPFVLIDLAGAFALCITYMLIEINNYFAVDTASAIAIALMTFGTMYPMSVYSGKVLLQTTPPHVIGQLDKLIREVSTLDGVLEVRNEHFWTLGFGSLAGSVH.... Result: 1 (interaction).